From a dataset of Catalyst prediction with 721,799 reactions and 888 catalyst types from USPTO. Predict which catalyst facilitates the given reaction. (1) Product: [CH2:11]([N:18]1[C:23](=[O:24])[C:22]2[C:25]([Br:29])=[C:26]([Br:28])[S:27][C:21]=2[N:20]=[C:19]1[CH:30]([N:33]([CH2:34][CH2:35][N:36]([CH3:38])[CH3:37])[C:6](=[O:7])[C:5]1[CH:9]=[CH:10][C:2]([Br:1])=[CH:3][CH:4]=1)[CH2:31][CH3:32])[C:12]1[CH:13]=[CH:14][CH:15]=[CH:16][CH:17]=1. The catalyst class is: 4. Reactant: [Br:1][C:2]1[CH:10]=[CH:9][C:5]([C:6](Cl)=[O:7])=[CH:4][CH:3]=1.[CH2:11]([N:18]1[C:23](=[O:24])[C:22]2[C:25]([Br:29])=[C:26]([Br:28])[S:27][C:21]=2[N:20]=[C:19]1[CH:30]([NH:33][CH2:34][CH2:35][N:36]([CH3:38])[CH3:37])[CH2:31][CH3:32])[C:12]1[CH:17]=[CH:16][CH:15]=[CH:14][CH:13]=1.C(N(CC)C(C)C)(C)C. (2) Reactant: [CH3:1][Si:2]([CH3:8])([CH3:7])[O:3][CH2:4][C:5]#[CH:6].C([Mg]Br)C.[O:13]=[C:14]1[CH2:19][CH2:18][N:17]([C:20]([O:22][C:23]([CH3:26])([CH3:25])[CH3:24])=[O:21])[CH2:16][CH2:15]1.[Cl-].[NH4+]. Product: [OH:13][C:14]1([C:6]#[C:5][CH2:4][O:3][Si:2]([CH3:8])([CH3:7])[CH3:1])[CH2:15][CH2:16][N:17]([C:20]([O:22][C:23]([CH3:26])([CH3:25])[CH3:24])=[O:21])[CH2:18][CH2:19]1. The catalyst class is: 355. (3) Reactant: [CH3:1][C:2]1([CH3:13])[O:6][C:5](=[O:7])[CH:4]=[C:3]1N1CCCC1.C[OH:15]. Product: [OH:15][C:3]1[C:2]([CH3:13])([CH3:1])[O:6][C:5](=[O:7])[CH:4]=1. The catalyst class is: 33. (4) Reactant: [CH2:1]([NH2:5])[CH:2]([CH3:4])[CH3:3].[N:6]([C:9]1[CH:10]=[CH:11][C:12]([O:15][C:16](=[O:25])[N:17]([CH3:24])[C:18]2[CH:23]=[CH:22][CH:21]=[CH:20][CH:19]=2)=[N:13][CH:14]=1)=[C:7]=[S:8]. Product: [CH2:1]([NH:5][C:7](=[S:8])[NH:6][C:9]1[CH:10]=[CH:11][C:12]([O:15][C:16](=[O:25])[N:17]([CH3:24])[C:18]2[CH:23]=[CH:22][CH:21]=[CH:20][CH:19]=2)=[N:13][CH:14]=1)[CH:2]([CH3:4])[CH3:3]. The catalyst class is: 4. (5) Reactant: [CH3:1][O:2][C:3]1[CH:4]=[C:5]2[C:10](=[CH:11][C:12]=1[O:13][CH3:14])[N:9]=[CH:8][CH:7]=[C:6]2[O:15][C:16]1[CH:22]=[CH:21][C:19]([NH2:20])=[CH:18][CH:17]=1.Cl[C:24](Cl)([O:26]C(=O)OC(Cl)(Cl)Cl)Cl.[CH3:35][CH2:36][CH:37]([OH:40])[CH2:38][CH3:39].C(=O)(O)[O-].[Na+]. Product: [CH3:1][O:2][C:3]1[CH:4]=[C:5]2[C:10](=[CH:11][C:12]=1[O:13][CH3:14])[N:9]=[CH:8][CH:7]=[C:6]2[O:15][C:16]1[CH:22]=[CH:21][C:19]([NH:20][C:24](=[O:26])[O:40][CH:37]([CH2:38][CH3:39])[CH2:36][CH3:35])=[CH:18][CH:17]=1. The catalyst class is: 208.